From a dataset of Forward reaction prediction with 1.9M reactions from USPTO patents (1976-2016). Predict the product of the given reaction. (1) The product is: [CH3:13][C:3]1[N:4]=[C:5]([C:7]2[CH:12]=[CH:11][CH:10]=[CH:9][CH:8]=2)[S:6][C:2]=1[C:22]1[CH:23]=[C:24]2[C:28](=[CH:29][CH:30]=1)[NH:27][C:26](=[O:31])[CH2:25]2. Given the reactants Br[C:2]1[S:6][C:5]([C:7]2[CH:12]=[CH:11][CH:10]=[CH:9][CH:8]=2)=[N:4][C:3]=1[CH3:13].CC1(C)C(C)(C)OB([C:22]2[CH:23]=[C:24]3[C:28](=[CH:29][CH:30]=2)[NH:27][C:26](=[O:31])[CH2:25]3)O1.C1(P(C2CCCCC2)C2C=CC=CC=2C2C=CC=CC=2)CCCCC1.C([O-])([O-])=O.[Na+].[Na+], predict the reaction product. (2) Given the reactants [C:1]1(=[CH:6][C:7](=[O:9])[CH3:8])[CH2:5][CH2:4][CH2:3][CH2:2]1.C1(CC(=O)C)CCCC=1.[C:19]([O:25][CH2:26][CH3:27])(=[O:24])[CH2:20][C:21]([CH3:23])=O, predict the reaction product. The product is: [CH3:23][C:21]1[CH:20]([C:19]([O:25][CH2:26][CH3:27])=[O:24])[C:1]2([CH2:6][C:7](=[O:9])[CH:8]=1)[CH2:5][CH2:4][CH2:3][CH2:2]2.